From a dataset of Catalyst prediction with 721,799 reactions and 888 catalyst types from USPTO. Predict which catalyst facilitates the given reaction. (1) Reactant: [CH3:1][O:2][C:3](=[O:29])[C:4]([NH:18]C(OCC1C=CC=CC=1)=O)=[CH:5][C:6]1[CH:7]=[C:8]2[C:12](=[C:13]([CH3:15])[CH:14]=1)[NH:11][CH:10]=[C:9]2[C:16]#[N:17]. Product: [CH3:1][O:2][C:3](=[O:29])[CH:4]([NH2:18])[CH2:5][C:6]1[CH:7]=[C:8]2[C:12](=[C:13]([CH3:15])[CH:14]=1)[NH:11][CH:10]=[C:9]2[C:16]#[N:17]. The catalyst class is: 19. (2) Reactant: C([O:3][C:4](=[O:31])[C:5]([O:8][C:9]1[CH:14]=[CH:13][C:12]([CH2:15][CH2:16][CH2:17][C:18]2[NH:22][C:21](=[O:23])[N:20]([CH2:24][C:25]3[CH:30]=[CH:29][CH:28]=[CH:27][CH:26]=3)[N:19]=2)=[CH:11][CH:10]=1)([CH3:7])[CH3:6])C.[OH-].[Na+]. Product: [C:25]1([CH2:24][N:20]2[C:21](=[O:23])[NH:22][C:18]([CH2:17][CH2:16][CH2:15][C:12]3[CH:11]=[CH:10][C:9]([O:8][C:5]([CH3:7])([CH3:6])[C:4]([OH:31])=[O:3])=[CH:14][CH:13]=3)=[N:19]2)[CH:26]=[CH:27][CH:28]=[CH:29][CH:30]=1. The catalyst class is: 8. (3) Reactant: [CH3:1][N:2]([CH3:39])[C:3]([C:5]1[N:6]([C:31]2[CH:36]=[CH:35][C:34]([O:37][CH3:38])=[CH:33][CH:32]=2)[C:7]([C:22]([N:24]2[CH2:29][CH2:28][N:27]([CH3:30])[CH2:26][CH2:25]2)=[O:23])=[C:8]([C:16]([CH3:21])([CH3:20])[C:17]([O-:19])=[O:18])[C:9]=1[C:10]([CH3:15])([CH3:14])[C:11]([O-:13])=[O:12])=[O:4].[ClH:40].O1CCOCC1. Product: [ClH:40].[CH3:39][N:2]([CH3:1])[C:3]([C:5]1[N:6]([C:31]2[CH:36]=[CH:35][C:34]([O:37][CH3:38])=[CH:33][CH:32]=2)[C:7]([C:22]([N:24]2[CH2:29][CH2:28][N:27]([CH3:30])[CH2:26][CH2:25]2)=[O:23])=[C:8]([C:16]([CH3:21])([CH3:20])[C:17]([OH:19])=[O:18])[C:9]=1[C:10]([CH3:15])([CH3:14])[C:11]([OH:13])=[O:12])=[O:4]. The catalyst class is: 28. (4) Reactant: [CH2:1]([O:3][C:4]([C:6]1[CH:11]=[CH:10][C:9]([C:12]2[CH:17]=[C:16]([NH:18]C(OC(C)(C)C)=O)[CH:15]=[CH:14][C:13]=2[CH3:26])=[CH:8][CH:7]=1)=[O:5])[CH3:2].Cl. Product: [CH2:1]([O:3][C:4]([C:6]1[CH:7]=[CH:8][C:9]([C:12]2[CH:17]=[C:16]([NH2:18])[CH:15]=[CH:14][C:13]=2[CH3:26])=[CH:10][CH:11]=1)=[O:5])[CH3:2]. The catalyst class is: 8. (5) Reactant: I[C:2]1[CH:7]=[CH:6][C:5]([Br:8])=[CH:4][C:3]=1[CH2:9][CH3:10].[CH2:11]([C:17]1[CH:22]=[CH:21][C:20]([C:23]#[CH:24])=[CH:19][CH:18]=1)[CH2:12][CH2:13][CH2:14]CC.O.CCCCCCC. Product: [Br:8][C:5]1[CH:6]=[CH:7][C:2]([C:24]#[C:23][C:20]2[CH:21]=[CH:22][C:17]([CH2:11][CH2:12][CH2:13][CH3:14])=[CH:18][CH:19]=2)=[C:3]([CH2:9][CH3:10])[CH:4]=1. The catalyst class is: 337. (6) Reactant: [H-].[H-].[H-].[H-].[Li+].[Al+3].[C:7]([C:11]1[CH:12]2[CH2:19][CH2:18][CH:15]([CH2:16][CH:17]=1)[N:14]([C:20](OC1C=CC=CC=1)=O)[CH2:13]2)(=[O:10])[CH2:8][CH3:9]. Product: [OH:10][CH:7]([C:11]1[CH:12]2[CH2:19][CH2:18][CH:15]([CH2:16][CH:17]=1)[N:14]([CH3:20])[CH2:13]2)[CH2:8][CH3:9]. The catalyst class is: 1.